Task: Predict the product of the given reaction.. Dataset: Forward reaction prediction with 1.9M reactions from USPTO patents (1976-2016) (1) Given the reactants F[C:2]1[CH:3]=[C:4]([CH:7]=[C:8](F)[CH:9]=1)[CH2:5]Br.[CH2:11]([Mg]Cl)[CH:12]=[CH2:13], predict the reaction product. The product is: [C:4]1([C:5]#[C:11][C:12]2[CH:13]=[CH:8][CH:9]=[CH:2][CH:3]=2)[CH:7]=[CH:8][CH:9]=[CH:2][CH:3]=1. (2) Given the reactants [NH:1]([C:3]1[N:8]([CH2:9][CH:10]([CH3:12])[CH3:11])[C:7](=[O:13])[N:6]([CH3:14])[C:5](=[O:15])[CH:4]=1)[NH2:2].[Cl:16][C:17]1[CH:18]=[C:19]2[C:24](=[CH:25][CH:26]=1)[N:23]=[CH:22][CH:21]=[C:20]2[CH:27]=O.[CH:29]([C:31]1[N:35]([CH3:36])[CH:34]=[C:33]([C:37]([OH:39])=[O:38])[CH:32]=1)=O, predict the reaction product. The product is: [Cl:16][C:17]1[CH:18]=[C:19]2[C:24](=[CH:25][CH:26]=1)[N:23]=[CH:22][CH:21]=[C:20]2[CH2:27][N:2]1[C:29]([C:31]2[N:35]([CH3:36])[CH:34]=[C:33]([C:37]([OH:39])=[O:38])[CH:32]=2)=[C:4]2[C:3]([N:8]([CH2:9][CH:10]([CH3:11])[CH3:12])[C:7](=[O:13])[N:6]([CH3:14])[C:5]2=[O:15])=[N:1]1. (3) Given the reactants [CH3:1][CH:2]([C@H:4]([NH2:23])[C:5]([O:7][CH2:8][CH2:9][O:10][CH2:11][N:12]1[C:16]2[NH:17][C:18]([NH2:22])=[N:19][C:20](=[O:21])[C:15]=2[N:14]=[CH:13]1)=[O:6])[CH3:3].[ClH:24].O.Cl.C[CH:28]([C@H:30]([NH2:49])[C:31]([O:33]CCOCN1C2NC(N)=NC(=O)C=2N=C1)=[O:32])C, predict the reaction product. The product is: [CH3:3][CH:2]([C@H:4]([NH2:23])[C:5]([O:7][CH2:8][CH2:9][O:10][CH2:11][N:12]1[C:16]2[NH:17][C:18]([NH2:22])=[N:19][C:20](=[O:21])[C:15]=2[N:14]=[CH:13]1)=[O:6])[CH3:1].[ClH:24].[NH2:49][C@H:30]([C:31]([OH:33])=[O:32])[CH3:28]. (4) The product is: [CH3:1][CH2:2][CH2:3][CH2:4][CH2:5][C@H:6]([OH:28])[CH2:7][CH2:8][C@@H:9]1[C@H:10]2[CH2:11][C:12]3[CH:13]=[CH:14][CH:15]=[C:16]([O:23][CH2:24][C:25]([OH:27])=[O:26])[C:17]=3[CH2:18][C@H:19]2[CH2:20][C@H:21]1[OH:22].[CH2:34]([NH:33][CH2:37][CH2:38][OH:39])[CH2:35][OH:36]. Given the reactants [CH3:1][CH2:2][CH2:3][CH2:4][CH2:5][C@H:6]([OH:28])[CH2:7][CH2:8][C@H:9]1[C@H:21]([OH:22])[CH2:20][C@H:19]2[C@@H:10]1[CH2:11][C:12]1[C:17]([CH2:18]2)=[C:16]([O:23][CH2:24][C:25]([OH:27])=[O:26])[CH:15]=[CH:14][CH:13]=1.C(O)C.O.[NH:33]([CH2:37][CH2:38][OH:39])[CH2:34][CH2:35][OH:36], predict the reaction product. (5) Given the reactants Cl[C:2]1[C:11]2[C:6](=[CH:7][CH:8]=[C:9]([I:12])[CH:10]=2)[N:5]=[CH:4][N:3]=1.[CH3:13][O-:14].[Na+], predict the reaction product. The product is: [I:12][C:9]1[CH:10]=[C:11]2[C:6](=[CH:7][CH:8]=1)[N:5]=[CH:4][N:3]=[C:2]2[O:14][CH3:13].